Dataset: Catalyst prediction with 721,799 reactions and 888 catalyst types from USPTO. Task: Predict which catalyst facilitates the given reaction. (1) Reactant: [Br:1][C:2]1[CH:3]=[C:4]([N+:14]([O-])=O)[C:5]([C:8]2[CH2:9][CH2:10][O:11][CH2:12][CH:13]=2)=[N:6][CH:7]=1.O.O.[Sn](Cl)Cl. Product: [Br:1][C:2]1[CH:3]=[C:4]([NH2:14])[C:5]([C:8]2[CH2:9][CH2:10][O:11][CH2:12][CH:13]=2)=[N:6][CH:7]=1. The catalyst class is: 25. (2) Reactant: [CH3:1][NH:2][C@@H:3]([C:11]1[CH:16]=[CH:15][C:14]([O:17][CH2:18][CH2:19][O:20][CH:21]2[CH2:26][CH2:25][CH2:24][CH2:23][O:22]2)=[CH:13][CH:12]=1)[CH2:4][N:5]1[CH2:9][CH2:8][C@H:7]([OH:10])[CH2:6]1.C(N(C(C)C)CC)(C)C.[C:36]1([CH:42]([C:46]2[CH:51]=[CH:50][CH:49]=[CH:48][CH:47]=2)[C:43](Cl)=[O:44])[CH:41]=[CH:40][CH:39]=[CH:38][CH:37]=1. Product: [OH:10][C@H:7]1[CH2:8][CH2:9][N:5]([CH2:4][CH:3]([N:2]([CH3:1])[C:43](=[O:44])[CH:42]([C:46]2[CH:51]=[CH:50][CH:49]=[CH:48][CH:47]=2)[C:36]2[CH:41]=[CH:40][CH:39]=[CH:38][CH:37]=2)[C:11]2[CH:12]=[CH:13][C:14]([O:17][CH2:18][CH2:19][O:20][CH:21]3[CH2:26][CH2:25][CH2:24][CH2:23][O:22]3)=[CH:15][CH:16]=2)[CH2:6]1. The catalyst class is: 4. (3) Reactant: [CH:1]1([C:4]2[N:8]=[C:7]([C:9]3[C:10]4[CH2:17][CH2:16][CH2:15][C:11]=4[S:12][C:13]=3[NH2:14])[O:6][N:5]=2)[CH2:3][CH2:2]1.[C:18]12[C:26](=[O:27])[O:25][C:23](=[O:24])[C:19]=1[CH2:20][CH2:21][CH2:22]2. Product: [CH:1]1([C:4]2[N:8]=[C:7]([C:9]3[C:10]4[CH2:17][CH2:16][CH2:15][C:11]=4[S:12][C:13]=3[NH:14][C:26]([C:18]3[CH2:22][CH2:21][CH2:20][C:19]=3[C:23]([OH:25])=[O:24])=[O:27])[O:6][N:5]=2)[CH2:3][CH2:2]1. The catalyst class is: 828.